From a dataset of Catalyst prediction with 721,799 reactions and 888 catalyst types from USPTO. Predict which catalyst facilitates the given reaction. (1) Reactant: CC1(C)C(C)(C)OB([C:9]2[CH:10]=[CH:11][C:12]3[CH2:19][N:18]([C:20](=[O:22])[CH3:21])[C:17]4[CH:23]=[CH:24][CH:25]=[CH:26][C:16]=4[CH:15]=[CH:14][C:13]=3[CH:27]=2)O1.[Br:29][C:30]1[CH:35]=[CH:34][CH:33]=[C:32](Br)[N:31]=1.C([O-])([O-])=O.[Na+].[Na+]. Product: [Br:29][C:30]1[N:31]=[C:32]([C:9]2[CH:10]=[CH:11][C:12]3[CH2:19][N:18]([C:20](=[O:22])[CH3:21])[C:17]4[CH:23]=[CH:24][CH:25]=[CH:26][C:16]=4[CH:15]=[CH:14][C:13]=3[CH:27]=2)[CH:33]=[CH:34][CH:35]=1. The catalyst class is: 73. (2) Reactant: [CH3:1][O:2][CH:3]=[CH:4][C:5]1[CH:10]=[CH:9][CH:8]=[C:7]([CH2:11][O:12][C:13]([C:26]2[CH:31]=[CH:30][CH:29]=[CH:28][CH:27]=2)([C:20]2[CH:25]=[CH:24][CH:23]=[CH:22][CH:21]=2)[C:14]2[CH:19]=[CH:18][CH:17]=[CH:16][CH:15]=2)[N:6]=1. Product: [CH3:1][O:2][CH2:3][CH2:4][C:5]1[CH:10]=[CH:9][CH:8]=[C:7]([CH2:11][O:12][C:13]([C:26]2[CH:31]=[CH:30][CH:29]=[CH:28][CH:27]=2)([C:20]2[CH:21]=[CH:22][CH:23]=[CH:24][CH:25]=2)[C:14]2[CH:19]=[CH:18][CH:17]=[CH:16][CH:15]=2)[N:6]=1. The catalyst class is: 99. (3) The catalyst class is: 177. Product: [CH:2]([C:3]1[CH:4]=[C:5]([CH2:15][C:16]#[N:17])[CH:6]=[C:7]([C:9]2[CH:10]=[CH:11][N:12]=[CH:13][CH:14]=2)[CH:8]=1)=[O:1]. Reactant: [OH:1][CH2:2][C:3]1[CH:4]=[C:5]([CH2:15][C:16]#[N:17])[CH:6]=[C:7]([C:9]2[CH:14]=[CH:13][N:12]=[CH:11][CH:10]=2)[CH:8]=1. (4) Product: [Br:13][C:14]1[C:23]2[C:18](=[CH:19][C:20]([C:27]3[CH:28]=[C:29]([CH:33]=[CH:34][C:26]=3[CH3:25])[C:30]([NH2:32])=[O:31])=[CH:21][CH:22]=2)[CH:17]=[N:16][CH:15]=1. The catalyst class is: 103. Reactant: C(=O)([O-])[O-].[Na+].[Na+].COCCOC.[Br:13][C:14]1[C:23]2[C:18](=[CH:19][C:20](Br)=[CH:21][CH:22]=2)[CH:17]=[N:16][CH:15]=1.[CH3:25][C:26]1[CH:34]=[CH:33][C:29]([C:30]([NH2:32])=[O:31])=[CH:28][C:27]=1B1OC(C)(C)C(C)(C)O1. (5) Reactant: [F:1][C:2]([F:13])([F:12])[C:3]1[CH:11]=[CH:10][C:6]([C:7](O)=[O:8])=[CH:5][CH:4]=1.[N+:14]([O-])([OH:16])=[O:15]. Product: [N+:14]([C:4]1[CH:5]=[C:6]([CH2:7][OH:8])[CH:10]=[CH:11][C:3]=1[C:2]([F:13])([F:12])[F:1])([O-:16])=[O:15]. The catalyst class is: 65. (6) Reactant: [C:1]([C:5]1[S:6][C:7]([C:25]2[CH:30]=[CH:29][N:28]=[C:27](Cl)[N:26]=2)=[C:8]([C:10]2[CH:15]=[CH:14][CH:13]=[C:12]([NH:16][S:17](=[O:23])(=[O:22])[N:18]([CH2:20][CH3:21])[CH3:19])[C:11]=2[F:24])[N:9]=1)([CH3:4])([CH3:3])[CH3:2].[NH3:32]. Product: [NH2:32][C:27]1[N:26]=[C:25]([C:7]2[S:6][C:5]([C:1]([CH3:4])([CH3:3])[CH3:2])=[N:9][C:8]=2[C:10]2[CH:15]=[CH:14][CH:13]=[C:12]([NH:16][S:17](=[O:23])(=[O:22])[N:18]([CH2:20][CH3:21])[CH3:19])[C:11]=2[F:24])[CH:30]=[CH:29][N:28]=1. The catalyst class is: 5.